Task: Regression. Given two drug SMILES strings and cell line genomic features, predict the synergy score measuring deviation from expected non-interaction effect.. Dataset: Merck oncology drug combination screen with 23,052 pairs across 39 cell lines (1) Drug 2: C#Cc1cccc(Nc2ncnc3cc(OCCOC)c(OCCOC)cc23)c1. Cell line: OV90. Drug 1: C=CCn1c(=O)c2cnc(Nc3ccc(N4CCN(C)CC4)cc3)nc2n1-c1cccc(C(C)(C)O)n1. Synergy scores: synergy=-3.76. (2) Drug 1: C#Cc1cccc(Nc2ncnc3cc(OCCOC)c(OCCOC)cc23)c1. Drug 2: O=C(NOCC(O)CO)c1ccc(F)c(F)c1Nc1ccc(I)cc1F. Cell line: MDAMB436. Synergy scores: synergy=8.78.